Dataset: Catalyst prediction with 721,799 reactions and 888 catalyst types from USPTO. Task: Predict which catalyst facilitates the given reaction. (1) Reactant: Cl[C:2]1[CH:3]=[CH:4][C:5]([CH2:8][N:9]2[CH2:15][CH2:14][C:13]3[S:16][C:17]([NH:19][C:20]4[N:25]=[CH:24][C:23]([F:26])=[CH:22][N:21]=4)=[N:18][C:12]=3[C:11]3[CH:27]=[N:28][N:29]([CH2:30][C:31]4[CH:36]=[CH:35][C:34]([O:37][CH3:38])=[CH:33][CH:32]=4)[C:10]2=3)=[N:6][CH:7]=1.N#N.[NH:41]1[CH2:46][CH2:45][O:44][CH2:43][CH2:42]1.C(O[K])(C)(C)C.C1(P(C2CCCCC2)C2C=CC=CC=2C2C(C(C)C)=CC(C(C)C)=CC=2C(C)C)CCCCC1. Product: [F:26][C:23]1[CH:22]=[N:21][C:20]([NH:19][C:17]2[S:16][C:13]3[CH2:14][CH2:15][N:9]([CH2:8][C:5]4[CH:4]=[CH:3][C:2]([N:41]5[CH2:46][CH2:45][O:44][CH2:43][CH2:42]5)=[CH:7][N:6]=4)[C:10]4[N:29]([CH2:30][C:31]5[CH:36]=[CH:35][C:34]([O:37][CH3:38])=[CH:33][CH:32]=5)[N:28]=[CH:27][C:11]=4[C:12]=3[N:18]=2)=[N:25][CH:24]=1. The catalyst class is: 101. (2) Reactant: [N:1]1[CH:6]=[CH:5][CH:4]=[C:3]([NH:7][C:8]([C:10]2[CH:11]=[CH:12][C:13]3[N:17]=[C:16](C(OC)(OC)OC)[N:15]([CH2:25][CH2:26][CH2:27][NH:28][C:29](=[O:35])OC(C)(C)C)[C:14]=3[CH:36]=2)=[O:9])[CH:2]=1.Cl.C(N(CC)CC)C. Product: [O:35]=[C:29]1[C:16]2=[N:17][C:13]3[CH:12]=[CH:11][C:10]([C:8]([NH:7][C:3]4[CH:2]=[N:1][CH:6]=[CH:5][CH:4]=4)=[O:9])=[CH:36][C:14]=3[N:15]2[CH2:25][CH2:26][CH2:27][NH:28]1. The catalyst class is: 100.